From a dataset of Reaction yield outcomes from USPTO patents with 853,638 reactions. Predict the reaction yield, written as a fraction of the theoretical maximum amount of product (1.0 means a 100% yield; for example, 0.34 means a 34% yield). (1) The reactants are Br[CH2:2][C:3]1[C:12](=[O:13])[C:11]2[C:6](=[CH:7][C:8]([Cl:14])=[CH:9][CH:10]=2)[N:5]([C:15]2[CH:20]=[CH:19][CH:18]=[CH:17][CH:16]=2)[C:4]=1[C:21]([O:23][CH3:24])=[O:22].C(Cl)Cl.C(N(CC)C(C)C)(C)C.[NH2:37][C:38]1[C:47]2[C:42](=[CH:43][CH:44]=[CH:45][CH:46]=2)[CH:41]=[CH:40][N:39]=1. The catalyst is O. The product is [CH3:24][O:23][C:21]([C:4]1[N:5]([C:15]2[CH:16]=[CH:17][CH:18]=[CH:19][CH:20]=2)[C:6]2[C:11]([C:12](=[O:13])[C:3]=1[CH2:2][NH:37][C:38]1[C:47]3[C:42](=[CH:43][CH:44]=[CH:45][CH:46]=3)[CH:41]=[CH:40][N:39]=1)=[CH:10][CH:9]=[C:8]([Cl:14])[CH:7]=2)=[O:22]. The yield is 0.0700. (2) The catalyst is O. The reactants are C[O:2][C:3](=[O:33])[CH:4]([C:10]1[CH:11]=[C:12]([C:23]2[CH:28]=[CH:27][C:26]([C:29]([F:32])([F:31])[F:30])=[CH:25][CH:24]=2)[C:13]([Cl:22])=[C:14]([O:16][CH2:17][C:18]([F:21])([F:20])[F:19])[CH:15]=1)[CH2:5][CH:6]1[CH2:9][CH2:8][CH2:7]1.CCO.[OH-].[K+]. The product is [Cl:22][C:13]1[C:12]([C:23]2[CH:24]=[CH:25][C:26]([C:29]([F:32])([F:31])[F:30])=[CH:27][CH:28]=2)=[CH:11][C:10]([CH:4]([CH2:5][CH:6]2[CH2:9][CH2:8][CH2:7]2)[C:3]([OH:33])=[O:2])=[CH:15][C:14]=1[O:16][CH2:17][C:18]([F:19])([F:20])[F:21]. The yield is 0.900.